From a dataset of Reaction yield outcomes from USPTO patents with 853,638 reactions. Predict the reaction yield, written as a fraction of the theoretical maximum amount of product (1.0 means a 100% yield; for example, 0.34 means a 34% yield). The reactants are [Br:1][C:2]1[CH:3]=[C:4]([C:7]([OH:9])=[O:8])[S:5][CH:6]=1.S(=O)(=O)(O)O.[CH3:15]O. No catalyst specified. The product is [Br:1][C:2]1[CH:3]=[C:4]([C:7]([O:9][CH3:15])=[O:8])[S:5][CH:6]=1. The yield is 0.970.